Dataset: NCI-60 drug combinations with 297,098 pairs across 59 cell lines. Task: Regression. Given two drug SMILES strings and cell line genomic features, predict the synergy score measuring deviation from expected non-interaction effect. (1) Drug 1: CN1C(=O)N2C=NC(=C2N=N1)C(=O)N. Drug 2: CN(C(=O)NC(C=O)C(C(C(CO)O)O)O)N=O. Cell line: A549. Synergy scores: CSS=-2.09, Synergy_ZIP=2.10, Synergy_Bliss=1.93, Synergy_Loewe=0.759, Synergy_HSA=-1.07. (2) Drug 1: CN(C)C1=NC(=NC(=N1)N(C)C)N(C)C. Drug 2: C(CC(=O)O)C(=O)CN.Cl. Cell line: SNB-19. Synergy scores: CSS=4.53, Synergy_ZIP=-1.75, Synergy_Bliss=-3.31, Synergy_Loewe=-5.41, Synergy_HSA=-5.25. (3) Cell line: OVCAR-4. Drug 2: C1C(C(OC1N2C=C(C(=O)NC2=O)F)CO)O. Synergy scores: CSS=11.3, Synergy_ZIP=-3.92, Synergy_Bliss=-3.07, Synergy_Loewe=-46.3, Synergy_HSA=-2.98. Drug 1: C1CN1P(=S)(N2CC2)N3CC3. (4) Drug 1: C(CC(=O)O)C(=O)CN.Cl. Drug 2: B(C(CC(C)C)NC(=O)C(CC1=CC=CC=C1)NC(=O)C2=NC=CN=C2)(O)O. Cell line: NCIH23. Synergy scores: CSS=48.3, Synergy_ZIP=-1.70, Synergy_Bliss=-0.278, Synergy_Loewe=-11.8, Synergy_HSA=-4.33. (5) Drug 1: C1=CC(=C(C=C1I)F)NC2=C(C=CC(=C2F)F)C(=O)NOCC(CO)O. Drug 2: CNC(=O)C1=NC=CC(=C1)OC2=CC=C(C=C2)NC(=O)NC3=CC(=C(C=C3)Cl)C(F)(F)F. Cell line: T-47D. Synergy scores: CSS=48.3, Synergy_ZIP=14.5, Synergy_Bliss=15.0, Synergy_Loewe=14.5, Synergy_HSA=14.7. (6) Drug 1: CCCCC(=O)OCC(=O)C1(CC(C2=C(C1)C(=C3C(=C2O)C(=O)C4=C(C3=O)C=CC=C4OC)O)OC5CC(C(C(O5)C)O)NC(=O)C(F)(F)F)O. Drug 2: C1C(C(OC1N2C=NC3=C2NC=NCC3O)CO)O. Cell line: SK-MEL-28. Synergy scores: CSS=47.7, Synergy_ZIP=-3.42, Synergy_Bliss=-6.12, Synergy_Loewe=-12.4, Synergy_HSA=-6.12. (7) Drug 1: CC12CCC(CC1=CCC3C2CCC4(C3CC=C4C5=CN=CC=C5)C)O. Drug 2: CC(C)(C#N)C1=CC(=CC(=C1)CN2C=NC=N2)C(C)(C)C#N. Cell line: HCC-2998. Synergy scores: CSS=-1.75, Synergy_ZIP=-0.904, Synergy_Bliss=-4.04, Synergy_Loewe=-6.80, Synergy_HSA=-7.30. (8) Drug 1: CC1CCC2CC(C(=CC=CC=CC(CC(C(=O)C(C(C(=CC(C(=O)CC(OC(=O)C3CCCCN3C(=O)C(=O)C1(O2)O)C(C)CC4CCC(C(C4)OC)O)C)C)O)OC)C)C)C)OC. Drug 2: CC1C(C(CC(O1)OC2CC(CC3=C2C(=C4C(=C3O)C(=O)C5=C(C4=O)C(=CC=C5)OC)O)(C(=O)CO)O)N)O.Cl. Cell line: SK-MEL-2. Synergy scores: CSS=40.9, Synergy_ZIP=4.53, Synergy_Bliss=4.16, Synergy_Loewe=5.06, Synergy_HSA=4.87. (9) Drug 1: CCC1(CC2CC(C3=C(CCN(C2)C1)C4=CC=CC=C4N3)(C5=C(C=C6C(=C5)C78CCN9C7C(C=CC9)(C(C(C8N6C=O)(C(=O)OC)O)OC(=O)C)CC)OC)C(=O)OC)O.OS(=O)(=O)O. Drug 2: C1C(C(OC1N2C=NC3=C2NC=NCC3O)CO)O. Cell line: U251. Synergy scores: CSS=28.1, Synergy_ZIP=-1.86, Synergy_Bliss=-6.98, Synergy_Loewe=-27.7, Synergy_HSA=-10.6.